From a dataset of NCI-60 drug combinations with 297,098 pairs across 59 cell lines. Regression. Given two drug SMILES strings and cell line genomic features, predict the synergy score measuring deviation from expected non-interaction effect. (1) Drug 1: CC1OCC2C(O1)C(C(C(O2)OC3C4COC(=O)C4C(C5=CC6=C(C=C35)OCO6)C7=CC(=C(C(=C7)OC)O)OC)O)O. Drug 2: CCC(=C(C1=CC=CC=C1)C2=CC=C(C=C2)OCCN(C)C)C3=CC=CC=C3.C(C(=O)O)C(CC(=O)O)(C(=O)O)O. Cell line: SW-620. Synergy scores: CSS=28.0, Synergy_ZIP=1.11, Synergy_Bliss=0.445, Synergy_Loewe=-16.8, Synergy_HSA=-1.86. (2) Drug 1: CS(=O)(=O)CCNCC1=CC=C(O1)C2=CC3=C(C=C2)N=CN=C3NC4=CC(=C(C=C4)OCC5=CC(=CC=C5)F)Cl. Drug 2: C1=CN(C=N1)CC(O)(P(=O)(O)O)P(=O)(O)O. Cell line: A498. Synergy scores: CSS=9.62, Synergy_ZIP=-0.843, Synergy_Bliss=1.46, Synergy_Loewe=0.394, Synergy_HSA=0.684. (3) Drug 1: C1=C(C(=O)NC(=O)N1)F. Drug 2: CC1=C(C(CCC1)(C)C)C=CC(=CC=CC(=CC(=O)O)C)C. Cell line: SK-MEL-2. Synergy scores: CSS=31.1, Synergy_ZIP=0.321, Synergy_Bliss=-1.38, Synergy_Loewe=-3.16, Synergy_HSA=-2.16. (4) Drug 1: CN1C(=O)N2C=NC(=C2N=N1)C(=O)N. Drug 2: CS(=O)(=O)CCNCC1=CC=C(O1)C2=CC3=C(C=C2)N=CN=C3NC4=CC(=C(C=C4)OCC5=CC(=CC=C5)F)Cl. Cell line: IGROV1. Synergy scores: CSS=3.02, Synergy_ZIP=-2.90, Synergy_Bliss=1.88, Synergy_Loewe=-35.4, Synergy_HSA=-9.84. (5) Drug 1: COC1=CC(=CC(=C1O)OC)C2C3C(COC3=O)C(C4=CC5=C(C=C24)OCO5)OC6C(C(C7C(O6)COC(O7)C8=CC=CS8)O)O. Drug 2: CC1=CC=C(C=C1)C2=CC(=NN2C3=CC=C(C=C3)S(=O)(=O)N)C(F)(F)F. Cell line: UACC-257. Synergy scores: CSS=12.3, Synergy_ZIP=-3.27, Synergy_Bliss=-1.31, Synergy_Loewe=-30.3, Synergy_HSA=-0.768. (6) Synergy scores: CSS=32.6, Synergy_ZIP=4.54, Synergy_Bliss=4.90, Synergy_Loewe=-10.6, Synergy_HSA=2.78. Cell line: LOX IMVI. Drug 2: C1=NC2=C(N=C(N=C2N1C3C(C(C(O3)CO)O)O)F)N. Drug 1: CCCS(=O)(=O)NC1=C(C(=C(C=C1)F)C(=O)C2=CNC3=C2C=C(C=N3)C4=CC=C(C=C4)Cl)F. (7) Drug 1: C1CC(C1)(C(=O)O)C(=O)O.[NH2-].[NH2-].[Pt+2]. Drug 2: C(=O)(N)NO. Cell line: U251. Synergy scores: CSS=14.8, Synergy_ZIP=-2.07, Synergy_Bliss=3.22, Synergy_Loewe=-11.3, Synergy_HSA=1.24.